Predict the reactants needed to synthesize the given product. From a dataset of Full USPTO retrosynthesis dataset with 1.9M reactions from patents (1976-2016). The reactants are: [CH3:1][C:2]1[C:10]([C:11]2[CH:12]=[C:13]([NH:20][C:21]3[CH:26]=[CH:25][CH:24]=[C:23]([N:27]4[CH2:31][CH2:30][CH2:29][C@@H:28]4[CH3:32])[N:22]=3)[C:14]3[N:15]([CH:17]=[CH:18][N:19]=3)[N:16]=2)=[CH:9][CH:8]=[CH:7][C:3]=1[C:4]([O-:6])=[O:5].[OH-].[Na+]. Given the product [CH3:1][C:2]1[C:10]([C:11]2[CH:12]=[C:13]([NH:20][C:21]3[CH:26]=[CH:25][CH:24]=[C:23]([N:27]4[CH2:31][CH2:30][CH2:29][C@@H:28]4[CH3:32])[N:22]=3)[C:14]3[N:15]([CH:17]=[CH:18][N:19]=3)[N:16]=2)=[CH:9][CH:8]=[CH:7][C:3]=1[C:4]([OH:6])=[O:5], predict the reactants needed to synthesize it.